Dataset: Tyrosyl-DNA phosphodiesterase HTS with 341,365 compounds. Task: Binary Classification. Given a drug SMILES string, predict its activity (active/inactive) in a high-throughput screening assay against a specified biological target. (1) The drug is n1c(cc(nc1N\N=C\C=C/c1ccccc1)C)C. The result is 0 (inactive). (2) The drug is O(C(=O)C1CN(CCCCCC)C(=O)C1=O)CC. The result is 0 (inactive). (3) The compound is S(CC(=O)NCCCC)c1sc(NC(=O)C)nn1. The result is 0 (inactive). (4) The compound is o1c(C23CC4CC(C3)CC(C2)C4)ccc1C(=O)N. The result is 0 (inactive).